This data is from Forward reaction prediction with 1.9M reactions from USPTO patents (1976-2016). The task is: Predict the product of the given reaction. (1) Given the reactants [H-].[Al+3].[Li+].[H-].[H-].[H-].[C:7]([O:11][C:12](=[O:47])[CH2:13][CH:14]([NH:21][S:22]([C:25]1[CH:30]=[CH:29][C:28]([C:31](=[O:33])[NH2:32])=[CH:27][C:26]=1[O:34][CH2:35][CH2:36][C:37]1[CH:46]=[CH:45][CH:44]=[C:43]2[C:38]=1[CH:39]=[CH:40][CH:41]=[N:42]2)(=[O:24])=[O:23])[C:15](N(OC)C)=[O:16])([CH3:10])([CH3:9])[CH3:8], predict the reaction product. The product is: [C:7]([O:11][C:12](=[O:47])[CH2:13][C@H:14]([NH:21][S:22]([C:25]1[CH:30]=[CH:29][C:28]([C:31](=[O:33])[NH2:32])=[CH:27][C:26]=1[O:34][CH2:35][CH2:36][C:37]1[CH:46]=[CH:45][CH:44]=[C:43]2[C:38]=1[CH:39]=[CH:40][CH:41]=[N:42]2)(=[O:24])=[O:23])[CH:15]=[O:16])([CH3:10])([CH3:8])[CH3:9]. (2) Given the reactants CC([O-])(CC)C.[Na+].Cl[C:9]1[N:14]=[C:13]2[O:15][C:16]([C:22]3[CH:27]=[CH:26][C:25]([F:28])=[CH:24][CH:23]=3)=[C:17]([C:18](=[O:21])[NH:19][CH3:20])[C:12]2=[CH:11][C:10]=1[C:29]1[CH:30]=[C:31]([CH:39]=[CH:40][CH:41]=1)[C:32]([O:34]C(C)(C)C)=[O:33].[C:42]1([CH2:48][NH2:49])[CH:47]=[CH:46][CH:45]=[CH:44][CH:43]=1, predict the reaction product. The product is: [CH2:48]([NH:49][C:9]1[N:14]=[C:13]2[O:15][C:16]([C:22]3[CH:23]=[CH:24][C:25]([F:28])=[CH:26][CH:27]=3)=[C:17]([C:18](=[O:21])[NH:19][CH3:20])[C:12]2=[CH:11][C:10]=1[C:29]1[CH:30]=[C:31]([CH:39]=[CH:40][CH:41]=1)[C:32]([OH:34])=[O:33])[C:42]1[CH:47]=[CH:46][CH:45]=[CH:44][CH:43]=1. (3) Given the reactants C([N:4]1[C:12]2[C:7](=[CH:8][C:9]([C:13]([F:16])([F:15])[F:14])=[CH:10][CH:11]=2)[C:6]([CH3:18])([CH3:17])[C:5]1=[O:19])(=O)C.[OH-].[Na+], predict the reaction product. The product is: [CH3:17][C:6]1([CH3:18])[C:7]2[C:12](=[CH:11][CH:10]=[C:9]([C:13]([F:16])([F:14])[F:15])[CH:8]=2)[NH:4][C:5]1=[O:19]. (4) Given the reactants Cl[C:2]1[C:3]2[S:20][C:19]([NH2:21])=[N:18][C:4]=2[N:5]=[C:6]([S:8][CH2:9][C:10]2[CH:15]=[CH:14][CH:13]=[C:12]([F:16])[C:11]=2[F:17])[N:7]=1.[NH2:22][CH:23]([CH3:29])[CH2:24][O:25][CH2:26][CH2:27][OH:28], predict the reaction product. The product is: [NH2:21][C:19]1[S:20][C:3]2[C:2]([NH:22][CH:23]([CH3:29])[CH2:24][O:25][CH2:26][CH2:27][OH:28])=[N:7][C:6]([S:8][CH2:9][C:10]3[CH:15]=[CH:14][CH:13]=[C:12]([F:16])[C:11]=3[F:17])=[N:5][C:4]=2[N:18]=1. (5) Given the reactants [O:1]1[CH2:5][CH2:4][O:3][CH:2]1[C:6]1[C:15](Br)=[CH:14][C:13]2[C:12]([CH3:18])([CH3:17])[CH2:11][CH2:10][C:9]([CH3:20])([CH3:19])[C:8]=2[CH:7]=1.[Cl-].[CH3:22][C:23]1[CH:30]=[CH:29][C:26]([CH2:27][Zn+])=[CH:25][CH:24]=1, predict the reaction product. The product is: [O:1]1[CH2:5][CH2:4][O:3][CH:2]1[C:6]1[C:15]([CH2:22][C:23]2[CH:30]=[CH:29][C:26]([CH3:27])=[CH:25][CH:24]=2)=[CH:14][C:13]2[C:12]([CH3:18])([CH3:17])[CH2:11][CH2:10][C:9]([CH3:20])([CH3:19])[C:8]=2[CH:7]=1. (6) Given the reactants C(N(CC)CC)C.[N:8]1([C:14](Cl)=[O:15])[CH2:13][CH2:12][O:11][CH2:10][CH2:9]1.C(O)(=O)C.[F:21][C:22]([F:39])([F:38])[C:23]1[CH:28]=[CH:27][C:26]([CH:29]2[CH2:34][NH:33][CH2:32][CH:31]([C:35]([NH2:37])=[O:36])[CH2:30]2)=[CH:25][CH:24]=1.O, predict the reaction product. The product is: [N:8]1([C:14]([N:33]2[CH2:34][CH:29]([C:26]3[CH:25]=[CH:24][C:23]([C:22]([F:39])([F:38])[F:21])=[CH:28][CH:27]=3)[CH2:30][CH:31]([C:35]([NH2:37])=[O:36])[CH2:32]2)=[O:15])[CH2:13][CH2:12][O:11][CH2:10][CH2:9]1.